From a dataset of Full USPTO retrosynthesis dataset with 1.9M reactions from patents (1976-2016). Predict the reactants needed to synthesize the given product. Given the product [O:26]=[S:27]1(=[O:33])[CH2:32][CH2:31][N:30]([C:2]2[N:7]3[N:8]=[C:9]([CH3:11])[CH:10]=[C:6]3[N:5]=[C:4]([NH:12][C:13](=[O:24])[C:14]3[CH:19]=[CH:18][C:17]([C:20]([OH:23])([CH3:22])[CH3:21])=[CH:16][CH:15]=3)[CH:3]=2)[CH2:29][CH2:28]1, predict the reactants needed to synthesize it. The reactants are: Cl[C:2]1[N:7]2[N:8]=[C:9]([CH3:11])[CH:10]=[C:6]2[N:5]=[C:4]([NH:12][C:13](=[O:24])[C:14]2[CH:19]=[CH:18][C:17]([C:20]([OH:23])([CH3:22])[CH3:21])=[CH:16][CH:15]=2)[CH:3]=1.Cl.[O:26]=[S:27]1(=[O:33])[CH2:32][CH2:31][NH:30][CH2:29][CH2:28]1.C(N(CC)C(C)C)(C)C.